Predict the reactants needed to synthesize the given product. From a dataset of Full USPTO retrosynthesis dataset with 1.9M reactions from patents (1976-2016). (1) The reactants are: [CH2:1]([N:8]1[CH:13]([CH2:14][O:15][CH3:16])[CH2:12][O:11][C:10]([CH2:18][CH:19]=[O:20])([CH3:17])[C:9]1=[O:21])[C:2]1[CH:7]=[CH:6][CH:5]=[CH:4][CH:3]=1.[BH4-].[Na+].O. Given the product [CH2:1]([N:8]1[CH:13]([CH2:14][O:15][CH3:16])[CH2:12][O:11][C:10]([CH2:18][CH2:19][OH:20])([CH3:17])[C:9]1=[O:21])[C:2]1[CH:3]=[CH:4][CH:5]=[CH:6][CH:7]=1, predict the reactants needed to synthesize it. (2) Given the product [CH3:9][C:10]1[NH:11][C:12]2[C:17]([C:18]=1[CH2:2][CH2:1][C:3]1[CH:8]=[CH:7][N:6]=[CH:5][CH:4]=1)=[CH:16][CH:15]=[CH:14][CH:13]=2, predict the reactants needed to synthesize it. The reactants are: [CH:1]([C:3]1[CH:8]=[CH:7][N:6]=[CH:5][CH:4]=1)=[CH2:2].[CH3:9][C:10]1[NH:11][C:12]2[C:17]([CH:18]=1)=[CH:16][CH:15]=[CH:14][CH:13]=2. (3) The reactants are: [C:1]([O:5][C:6]([N:8]=[C:9]([NH:14][C:15]([O:17][C:18]([CH3:21])([CH3:20])[CH3:19])=[O:16])[NH:10][CH2:11][C:12]#[CH:13])=[O:7])([CH3:4])([CH3:3])[CH3:2].[CH2:22]([O:29][N:30]1[C:36](=[O:37])[N:35]2[CH2:38][C@H:31]1[CH2:32][CH2:33][C@H:34]2[C:39](Cl)=[N:40][OH:41])[C:23]1[CH:28]=[CH:27][CH:26]=[CH:25][CH:24]=1. Given the product [CH2:22]([O:29][N:30]1[C:36](=[O:37])[N:35]2[CH2:38][C@H:31]1[CH2:32][CH2:33][C@H:34]2[C:39]1[CH:13]=[C:12]([CH2:11][NH:10][C:9]([NH:14][C:15]([O:17][C:18]([CH3:21])([CH3:20])[CH3:19])=[O:16])=[N:8][C:6]([O:5][C:1]([CH3:3])([CH3:4])[CH3:2])=[O:7])[O:41][N:40]=1)[C:23]1[CH:24]=[CH:25][CH:26]=[CH:27][CH:28]=1, predict the reactants needed to synthesize it.